From a dataset of Reaction yield outcomes from USPTO patents with 853,638 reactions. Predict the reaction yield, written as a fraction of the theoretical maximum amount of product (1.0 means a 100% yield; for example, 0.34 means a 34% yield). (1) The reactants are [N+:1]([C:4]1[CH:9]=[CH:8][C:7]([OH:10])=[CH:6][CH:5]=1)([O-:3])=[O:2].Cl[CH2:12][C:13]1[O:17][N:16]=[C:15]([C:18]2[CH:23]=[CH:22][CH:21]=[CH:20][CH:19]=2)[N:14]=1.C([O-])([O-])=O.[K+].[K+]. The catalyst is CC(C)=O. The product is [N+:1]([C:4]1[CH:9]=[CH:8][C:7]([O:10][CH2:12][C:13]2[O:17][N:16]=[C:15]([C:18]3[CH:19]=[CH:20][CH:21]=[CH:22][CH:23]=3)[N:14]=2)=[CH:6][CH:5]=1)([O-:3])=[O:2]. The yield is 0.920. (2) The reactants are ClC1N=C(NCCC)N=C(NCCC)N=1.FC1C=CC(CNOC)=CC=1.[F:27][C:28]1[CH:51]=[CH:50][C:31]([CH2:32][N:33]([C:36]2[N:41]=[C:40]([NH:42][CH2:43][CH2:44][CH3:45])[N:39]=[C:38]([NH:46][CH2:47][C:48]#[CH:49])[N:37]=2)[O:34][CH3:35])=[CH:30][CH:29]=1. No catalyst specified. The product is [CH2:47]([NH:46][C:38]1[N:39]=[C:40]([NH:42][CH2:43][CH2:44][CH3:45])[N:41]=[C:36]([N:33]([CH2:32][C:31]2[CH:50]=[CH:51][C:28]([F:27])=[CH:29][CH:30]=2)[O:34][CH3:35])[N:37]=1)[CH2:48][CH3:49]. The yield is 0.850. (3) The reactants are [I:1]N1C(=O)CCC1=O.[C:9]([N:13]1[C:17]2[N:18]=[CH:19][N:20]=[CH:21][C:16]=2[CH:15]=[CH:14]1)([CH3:12])([CH3:11])[CH3:10]. The catalyst is C(#N)C. The product is [C:9]([N:13]1[C:17]2[N:18]=[CH:19][N:20]=[CH:21][C:16]=2[C:15]([I:1])=[CH:14]1)([CH3:12])([CH3:10])[CH3:11]. The yield is 0.710. (4) The reactants are I[C:2]1[C:10]2[C:5](=[CH:6][C:7]([C@H:11]3[C@@:13]4([C:21]5[C:16](=[CH:17][CH:18]=[CH:19][CH:20]=5)[NH:15][C:14]4=[O:22])[CH2:12]3)=[CH:8][CH:9]=2)[NH:4][N:3]=1.CC1(C)C(C)(C)OB(/[CH:31]=[CH:32]/[C:33]2[CH:34]=[CH:35][C:36]3[O:42][CH2:41][CH2:40][N:39](C(OC(C)(C)C)=O)[CH2:38][C:37]=3[CH:50]=2)O1.[C:52]([OH:58])([C:54]([F:57])([F:56])[F:55])=[O:53]. The catalyst is C(Cl)Cl. The product is [F:55][C:54]([F:57])([F:56])[C:52]([OH:58])=[O:53].[O:42]1[C:36]2[CH:35]=[CH:34][C:33](/[CH:32]=[CH:31]/[C:2]3[C:10]4[C:5](=[CH:6][C:7]([C@H:11]5[C@@:13]6([C:21]7[C:16](=[CH:17][CH:18]=[CH:19][CH:20]=7)[NH:15][C:14]6=[O:22])[CH2:12]5)=[CH:8][CH:9]=4)[NH:4][N:3]=3)=[CH:50][C:37]=2[CH2:38][NH:39][CH2:40][CH2:41]1. The yield is 0.300. (5) The reactants are [C:1]1([N:7]2[C:19]3[CH:18]=[CH:17][C:16]([C:20]4[CH:21]=[CH:22][C:23]5[NH:24][C:25]6[C:30]([C:31]=5[CH:32]=4)=[CH:29][CH:28]=[CH:27][CH:26]=6)=[CH:15][C:14]=3C3C2=CC=CC=3)[CH:6]=[CH:5][CH:4]=[CH:3][CH:2]=1.[Br:33][C:34]1[CH:39]=[CH:38][C:37](I)=[CH:36][CH:35]=1.C(=O)([O-])[O-].[K+].[K+].[Na]. The catalyst is [Cu].C1(C)C=CC=CC=1.ClC1C=CC=CC=1Cl. The product is [Br:33][C:34]1[CH:39]=[CH:38][C:37]([C:22]2[C:23]3[NH:24][C:25]4[C:30](=[CH:29][CH:28]=[CH:27][CH:26]=4)[C:31]=3[CH:32]=[C:20]([C:16]3[CH:17]=[CH:18][C:19]4[NH:7][C:1]5[C:2]([C:14]=4[CH:15]=3)=[CH:3][CH:4]=[CH:5][CH:6]=5)[CH:21]=2)=[CH:36][CH:35]=1. The yield is 0.970. (6) The reactants are [CH2:1]([O:8][C:9](=[O:25])[NH:10][C@H:11]1[CH2:16][CH2:15][C@@H:14]([NH:17]C(OC(C)(C)C)=O)[CH2:13][CH2:12]1)[C:2]1[CH:7]=[CH:6][CH:5]=[CH:4][CH:3]=1.C(O)(C(F)(F)F)=O. The catalyst is C(Cl)Cl. The product is [CH2:1]([O:8][C:9](=[O:25])[NH:10][C@H:11]1[CH2:16][CH2:15][C@@H:14]([NH2:17])[CH2:13][CH2:12]1)[C:2]1[CH:3]=[CH:4][CH:5]=[CH:6][CH:7]=1. The yield is 0.970. (7) The reactants are [F:1][C:2]1[CH:7]=[CH:6][CH:5]=[CH:4][C:3]=1[CH2:8][C:9]([OH:11])=[O:10].[C:12]1([C@@H:18](O)[CH3:19])[CH:17]=[CH:16][CH:15]=[CH:14][CH:13]=1.CCN=C=NCCCN(C)C. The catalyst is CN(C1C=CN=CC=1)C.C(Cl)Cl. The product is [F:1][C:2]1[CH:7]=[CH:6][CH:5]=[CH:4][C:3]=1[CH2:8][C:9]([O:11][C@H:18]([C:12]1[CH:17]=[CH:16][CH:15]=[CH:14][CH:13]=1)[CH3:19])=[O:10]. The yield is 0.920.